Predict which catalyst facilitates the given reaction. From a dataset of Catalyst prediction with 721,799 reactions and 888 catalyst types from USPTO. (1) Product: [CH2:27]([N:34]1[CH2:39][CH2:38][CH:37]([CH3:40])[CH:36]([N:41]([CH3:42])[C:2]2[C:3]3[CH:10]=[CH:9][N:8]([S:11]([C:14]4[CH:20]=[CH:19][C:17]([CH3:18])=[CH:16][CH:15]=4)(=[O:13])=[O:12])[C:4]=3[N:5]=[CH:6][N:7]=2)[CH2:35]1)[C:28]1[CH:29]=[CH:30][CH:31]=[CH:32][CH:33]=1. The catalyst class is: 6. Reactant: Cl[C:2]1[C:3]2[CH:10]=[CH:9][N:8]([S:11]([C:14]3[CH:20]=[CH:19][C:17]([CH3:18])=[CH:16][CH:15]=3)(=[O:13])=[O:12])[C:4]=2[N:5]=[CH:6][N:7]=1.C(=O)([O-])[O-].[K+].[K+].[CH2:27]([N:34]1[CH2:39][CH2:38][CH:37]([CH3:40])[CH:36]([NH:41][CH3:42])[CH2:35]1)[C:28]1[CH:33]=[CH:32][CH:31]=[CH:30][CH:29]=1.C(OCC)(=O)C. (2) Reactant: [OH:1][CH2:2][CH2:3][C:4]1[CH:5]=[C:6]([CH:12]=[CH:13][CH:14]=1)[C:7]([O:9][CH2:10][CH3:11])=[O:8].ClCCl.CCN(C(C)C)C(C)C.[CH3:27][S:28](Cl)(=[O:30])=[O:29]. Product: [CH3:27][S:28]([O:1][CH2:2][CH2:3][C:4]1[CH:5]=[C:6]([CH:12]=[CH:13][CH:14]=1)[C:7]([O:9][CH2:10][CH3:11])=[O:8])(=[O:30])=[O:29]. The catalyst class is: 6. (3) Reactant: [Cl:1][C:2]1[C:3]([C:12]2([C:15]#[N:16])[CH2:14][CH2:13]2)=[N:4][CH:5]=[C:6]([C:8]([F:11])([F:10])[F:9])[CH:7]=1.N.[H][H]. Product: [Cl:1][C:2]1[C:3]([C:12]2([CH2:15][NH2:16])[CH2:14][CH2:13]2)=[N:4][CH:5]=[C:6]([C:8]([F:11])([F:9])[F:10])[CH:7]=1. The catalyst class is: 94. (4) Reactant: C([N:3]([CH2:30][CH2:31][C:32]1[CH:37]=[CH:36][CH:35]=[CH:34][N:33]=1)[C:4]1[CH:9]=[CH:8][C:7]([NH:10][C:11]([C:13]2[C:14]([C:20]3[CH:25]=[CH:24][C:23]([C:26]([F:29])([F:28])[F:27])=[CH:22][CH:21]=3)=[CH:15][CH:16]=[CH:17][C:18]=2[CH3:19])=[O:12])=[CH:6][CH:5]=1)=O.Cl.O.C(=O)([O-])[O-].[K+].[K+]. Product: [CH3:19][C:18]1[CH:17]=[CH:16][CH:15]=[C:14]([C:20]2[CH:21]=[CH:22][C:23]([C:26]([F:28])([F:29])[F:27])=[CH:24][CH:25]=2)[C:13]=1[C:11]([NH:10][C:7]1[CH:8]=[CH:9][C:4]([NH:3][CH2:30][CH2:31][C:32]2[CH:37]=[CH:36][CH:35]=[CH:34][N:33]=2)=[CH:5][CH:6]=1)=[O:12]. The catalyst class is: 5. (5) Reactant: [CH:1]([C@H:4]1[NH:19][C:18](=[O:20])[C@@H:17]([CH2:21][S:22]C(C2C=CC=CC=2)(C2C=CC=CC=2)C2C=CC=CC=2)[NH:16][C:15](=[O:42])[C@@H:14]([CH:43]([CH3:45])[CH3:44])[NH:13][C:12](=[O:46])[CH2:11][C@@H:10](/[CH:47]=[CH:48]/[CH2:49][CH2:50][S:51]C(C2C=CC=CC=2)(C2C=CC=CC=2)C2C=CC=CC=2)[O:9][C:8](=[O:71])[CH2:7][NH:6][C:5]1=[O:72])([CH3:3])[CH3:2]. Product: [CH:1]([C@H:4]1[NH:19][C:18](=[O:20])[C@@H:17]2[NH:16][C:15](=[O:42])[C@@H:14]([CH:43]([CH3:45])[CH3:44])[NH:13][C:12](=[O:46])[CH2:11][C@@H:10]([CH:47]=[CH:48][CH2:49][CH2:50][S:51][S:22][CH2:21]2)[O:9][C:8](=[O:71])[CH2:7][NH:6][C:5]1=[O:72])([CH3:3])[CH3:2]. The catalyst class is: 61. (6) Reactant: [S:1]1[C:5]([CH:6]=[CH:7][C:8]([O:10][CH2:11][CH3:12])=[O:9])=[CH:4][N:3]=[CH:2]1.C1CCN2C(=NCCC2)CC1.[N+:24]([CH3:27])([O-:26])=[O:25]. Product: [N+:24]([CH2:27][CH:6]([C:5]1[S:1][CH:2]=[N:3][CH:4]=1)[CH2:7][C:8]([O:10][CH2:11][CH3:12])=[O:9])([O-:26])=[O:25]. The catalyst class is: 14. (7) Reactant: [Br:1][C:2]1[CH:3]=[C:4]2[N:10]=[CH:9][N:8]([CH2:11][C:12]3[CH:23]=[CH:22][C:15]4[N:16]=[C:17](S(C)=O)[O:18][C:14]=4[CH:13]=3)[C:5]2=[N:6][CH:7]=1.[NH2:24][C@@H:25]1[CH2:30][CH2:29][CH2:28][CH2:27][C@H:26]1[OH:31].CCN(C(C)C)C(C)C.O. Product: [Br:1][C:2]1[CH:3]=[C:4]2[N:10]=[CH:9][N:8]([CH2:11][C:12]3[CH:23]=[CH:22][C:15]4[N:16]=[C:17]([NH:24][C@@H:25]5[CH2:30][CH2:29][CH2:28][CH2:27][C@H:26]5[OH:31])[O:18][C:14]=4[CH:13]=3)[C:5]2=[N:6][CH:7]=1. The catalyst class is: 44.